This data is from Reaction yield outcomes from USPTO patents with 853,638 reactions. The task is: Predict the reaction yield, written as a fraction of the theoretical maximum amount of product (1.0 means a 100% yield; for example, 0.34 means a 34% yield). (1) The reactants are [CH3:1][O:2][C:3](=[O:23])[C:4]1[CH:9]=[C:8]([N+:10]([O-])=O)[C:7]([NH2:13])=[C:6]([F:14])[C:5]=1[NH:15][C:16]1[CH:21]=[CH:20][CH:19]=[CH:18][C:17]=1[Cl:22]. The catalyst is CC(O)=O.C(OCC)(=O)C.[Zn]. The product is [CH3:1][O:2][C:3](=[O:23])[C:4]1[CH:9]=[C:8]([NH2:10])[C:7]([NH2:13])=[C:6]([F:14])[C:5]=1[NH:15][C:16]1[CH:21]=[CH:20][CH:19]=[CH:18][C:17]=1[Cl:22]. The yield is 0.480. (2) The reactants are C(N(CC)CC)C.[CH:8]([C:10]1[C:18]2[C:13](=[CH:14][CH:15]=[CH:16][CH:17]=2)[N:12](C(OC(C)(C)C)=O)[CH:11]=1)=[O:9].[NH:26]1[C:34]2[C:29](=[CH:30][C:31]([CH:35]=[N:36][C:37]3[CH:42]=[CH:41][N:40]=[C:39]([O:43][CH3:44])[CH:38]=3)=[CH:32][CH:33]=2)[CH:28]=[CH:27]1. The catalyst is [Cl-].C([N+]1C(C)=C(CCO)SC=1)C1C=CC=CC=1.C(O)C. The product is [NH:12]1[C:13]2[C:18](=[CH:17][CH:16]=[CH:15][CH:14]=2)[C:10]([C:8](=[O:9])[CH:35]([C:31]2[CH:30]=[C:29]3[C:34](=[CH:33][CH:32]=2)[NH:26][CH:27]=[CH:28]3)[NH:36][C:37]2[CH:42]=[CH:41][N:40]=[C:39]([O:43][CH3:44])[CH:38]=2)=[CH:11]1. The yield is 0.0300.